From a dataset of Reaction yield outcomes from USPTO patents with 853,638 reactions. Predict the reaction yield, written as a fraction of the theoretical maximum amount of product (1.0 means a 100% yield; for example, 0.34 means a 34% yield). (1) The product is [CH3:26][C:24]1[CH:23]=[C:22]([C:27]2[CH:32]=[CH:31][C:30]([C:33]([F:36])([F:34])[F:35])=[CH:29][CH:28]=2)[N:21]=[C:20]([C:16]2[CH:15]=[C:14]([C:11]3[S:10][C:9]([S:6]([NH2:5])(=[O:8])=[O:7])=[CH:13][CH:12]=3)[CH:19]=[CH:18][CH:17]=2)[CH:25]=1. The yield is 0.340. The reactants are C([NH:5][S:6]([C:9]1[S:10][C:11]([C:14]2[CH:19]=[CH:18][CH:17]=[C:16]([C:20]3[CH:25]=[C:24]([CH3:26])[CH:23]=[C:22]([C:27]4[CH:32]=[CH:31][C:30]([C:33]([F:36])([F:35])[F:34])=[CH:29][CH:28]=4)[N:21]=3)[CH:15]=2)=[CH:12][CH:13]=1)(=[O:8])=[O:7])(C)(C)C.C(O)(C(F)(F)F)=O. No catalyst specified. (2) The reactants are [Si:1]([O:18][CH:19]1[CH2:22][N:21]([C:23]2[S:24][CH:25]=[C:26]([CH2:28]O)[N:27]=2)[CH2:20]1)([C:14]([CH3:17])([CH3:16])[CH3:15])([C:8]1[CH:13]=[CH:12][CH:11]=[CH:10][CH:9]=1)[C:2]1[CH:7]=[CH:6][CH:5]=[CH:4][CH:3]=1.[C:30]1(=[O:40])[NH:34][C:33](=[O:35])[C:32]2=[CH:36][CH:37]=[CH:38][CH:39]=[C:31]12.C1(P(C2C=CC=CC=2)C2C=CC=CC=2)C=CC=CC=1.N(C(OCC)=O)=NC(OCC)=O.C1(C)C=CC=CC=1. The catalyst is O1CCCC1. The product is [Si:1]([O:18][CH:19]1[CH2:20][N:21]([C:23]2[S:24][CH:25]=[C:26]([CH2:28][N:34]3[C:30](=[O:40])[C:31]4=[CH:39][CH:38]=[CH:37][CH:36]=[C:32]4[C:33]3=[O:35])[N:27]=2)[CH2:22]1)([C:14]([CH3:17])([CH3:16])[CH3:15])([C:8]1[CH:9]=[CH:10][CH:11]=[CH:12][CH:13]=1)[C:2]1[CH:7]=[CH:6][CH:5]=[CH:4][CH:3]=1. The yield is 0.780. (3) The reactants are [Cl:1][C:2]1[C:11](/[CH:12]=C/C2C=CC=CC=2)=[N:10][C:9]2[NH:8][C:7](=[O:20])[CH2:6][O:5][C:4]=2[CH:3]=1.CSC.CN(C=[O:28])C. The catalyst is CO. The product is [Cl:1][C:2]1[C:11]([CH:12]=[O:28])=[N:10][C:9]2[NH:8][C:7](=[O:20])[CH2:6][O:5][C:4]=2[CH:3]=1. The yield is 0.680. (4) The reactants are [CH2:1]([C:13]1[CH:18]=[C:17]([CH2:19][CH3:20])[C:16]([NH2:21])=[C:15]([CH2:22][CH3:23])[CH:14]=1)[C:2]1[CH:7]=[C:6]([CH2:8][CH3:9])[C:5]([NH2:10])=[C:4]([CH2:11][CH3:12])[CH:3]=1.[CH2:24]([C:26]([CH3:28])=O)[CH3:25]. No catalyst specified. The product is [C:24](=[N:21][C:16]1[C:17]([CH2:19][CH3:20])=[CH:18][C:13]([CH2:1][C:2]2[CH:7]=[C:6]([CH2:8][CH3:9])[C:5]([N:10]=[C:1]([CH2:2][CH3:3])[CH3:13])=[C:4]([CH2:11][CH3:12])[CH:3]=2)=[CH:14][C:15]=1[CH2:22][CH3:23])([CH2:26][CH3:28])[CH3:25]. The yield is 0.947. (5) The reactants are Br[C:2]1[CH:3]=[CH:4][C:5]2[O:14][CH2:13][CH2:12][C:11]3[S:10][C:9]([C:15]4[N:16]([CH:20]([CH3:22])[CH3:21])[N:17]=[CH:18][N:19]=4)=[N:8][C:7]=3[C:6]=2[CH:23]=1.[S:24]([C:28]1[CH:33]=[CH:32][C:31](B(O)O)=[CH:30][CH:29]=1)(=[O:27])(=[O:26])[NH2:25]. No catalyst specified. The product is [CH:20]([N:16]1[C:15]([C:9]2[S:10][C:11]3[CH2:12][CH2:13][O:14][C:5]4[CH:4]=[CH:3][C:2]([C:31]5[CH:32]=[CH:33][C:28]([S:24]([NH2:25])(=[O:27])=[O:26])=[CH:29][CH:30]=5)=[CH:23][C:6]=4[C:7]=3[N:8]=2)=[N:19][CH:18]=[N:17]1)([CH3:22])[CH3:21]. The yield is 0.190. (6) The reactants are [CH:1]1([C:4]2[C:15]3[O:14][C:11]4([CH2:13][CH2:12]4)[CH2:10][C:9]([CH3:17])([CH3:16])[C:8]=3[CH:7]=[C:6]([C:18]#[CH:19])[CH:5]=2)[CH2:3][CH2:2]1.[CH3:20][O:21][C:22](=[O:32])[CH:23]([C:25]1[CH:30]=[CH:29][C:28](I)=[CH:27][CH:26]=1)[CH3:24]. The catalyst is C(N(CC)CC)C.C(OCC)C.[Cu]I.Cl[Pd](Cl)([P](C1C=CC=CC=1)(C1C=CC=CC=1)C1C=CC=CC=1)[P](C1C=CC=CC=1)(C1C=CC=CC=1)C1C=CC=CC=1. The product is [CH3:20][O:21][C:22](=[O:32])[CH:23]([C:25]1[CH:26]=[CH:27][C:28]([C:19]#[C:18][C:6]2[CH:5]=[C:4]([CH:1]3[CH2:3][CH2:2]3)[C:15]3[O:14][C:11]4([CH2:13][CH2:12]4)[CH2:10][C:9]([CH3:16])([CH3:17])[C:8]=3[CH:7]=2)=[CH:29][CH:30]=1)[CH3:24]. The yield is 0.560.